This data is from Full USPTO retrosynthesis dataset with 1.9M reactions from patents (1976-2016). The task is: Predict the reactants needed to synthesize the given product. (1) The reactants are: [C:1]([C:5]1[CH:10]=[CH:9][C:8]([N+:11]([O-:13])=[O:12])=[CH:7][C:6]=1[S:14](Cl)(=[O:16])=[O:15])([CH3:4])([CH3:3])[CH3:2].[NH4+:18].[OH-]. Given the product [C:1]([C:5]1[CH:10]=[CH:9][C:8]([N+:11]([O-:13])=[O:12])=[CH:7][C:6]=1[S:14]([NH2:18])(=[O:16])=[O:15])([CH3:4])([CH3:3])[CH3:2], predict the reactants needed to synthesize it. (2) The reactants are: [Cl:1][C:2]1[CH:7]=[CH:6][C:5]([NH:8][CH2:9][CH2:10][NH:11][CH2:12][CH2:13][CH:14]=[C:15]2[C:21]3=[CH:22][CH:23]=[CH:24][NH:25][C:20]3=[CH:19][O:18][C:17]3[CH:26]=[CH:27][C:28]([C:30]([OH:33])([CH3:32])[CH3:31])=[CH:29][C:16]2=3)=[CH:4][CH:3]=1.[CH:34](=O)[CH3:35].[C:37](O[BH-](OC(=O)C)OC(=O)C)(=O)[CH3:38].[Na+].C(O)(=O)C. Given the product [Cl:1][C:2]1[CH:7]=[CH:6][C:5]([N:8]([CH2:34][CH3:35])[CH2:9][CH2:10][N:11]([CH2:37][CH3:38])[CH2:12][CH2:13][CH:14]=[C:15]2[C:21]3[CH:22]=[CH:23][CH:24]=[N:25][C:20]=3[CH2:19][O:18][C:17]3[CH:26]=[CH:27][C:28]([C:30]([OH:33])([CH3:31])[CH3:32])=[CH:29][C:16]2=3)=[CH:4][CH:3]=1, predict the reactants needed to synthesize it.